From a dataset of Forward reaction prediction with 1.9M reactions from USPTO patents (1976-2016). Predict the product of the given reaction. (1) Given the reactants [F:1][C:2]([F:28])([F:27])[C:3]1[CH:8]=[CH:7][C:6]([C:9]2[C:10]([C:15]([NH:17][C:18]3[CH:26]=[CH:25][C:21]([C:22]([OH:24])=[O:23])=[CH:20][CH:19]=3)=[O:16])=[CH:11][CH:12]=[CH:13][CH:14]=2)=[CH:5][CH:4]=1.F[C:30](F)(F)[CH2:31]NC(C1(CCO)C2C=CC=CC=2C2C1=CC=CC=2)=O, predict the reaction product. The product is: [CH2:30]([O:23][C:22](=[O:24])[C:21]1[CH:25]=[CH:26][C:18]([NH:17][C:15]([C:10]2[C:9]([C:6]3[CH:5]=[CH:4][C:3]([C:2]([F:27])([F:28])[F:1])=[CH:8][CH:7]=3)=[CH:14][CH:13]=[CH:12][CH:11]=2)=[O:16])=[CH:19][CH:20]=1)[CH3:31]. (2) Given the reactants [CH3:1][N:2]([CH3:23])[C:3]1[CH:8]=[CH:7][C:6]([C:9]2[CH:10]=[N:11][C:12]3[C:17]([N:18]=2)=[CH:16][C:15]([O:19][CH2:20][CH2:21][OH:22])=[CH:14][CH:13]=3)=[CH:5][CH:4]=1.[C:24]1([CH3:34])[CH:29]=[CH:28][C:27]([S:30](Cl)(=[O:32])=[O:31])=[CH:26][CH:25]=1.[Si](OC1C=CC(N)=C([N+]([O-])=O)C=1)(C(C)(C)C)(C)C, predict the reaction product. The product is: [CH3:1][N:2]([CH3:23])[C:3]1[CH:4]=[CH:5][C:6]([C:9]2[CH:10]=[N:11][C:12]3[C:17]([N:18]=2)=[CH:16][C:15]([O:19][CH2:20][CH2:21][O:22][S:30]([C:27]2[CH:28]=[CH:29][C:24]([CH3:34])=[CH:25][CH:26]=2)(=[O:32])=[O:31])=[CH:14][CH:13]=3)=[CH:7][CH:8]=1. (3) Given the reactants [CH3:1][C:2]1[CH:10]=[C:9]([C:11]2[CH2:15][C:14]([C:20]3[CH:25]=[C:24]([Cl:26])[C:23]([Cl:27])=[C:22]([Cl:28])[CH:21]=3)([C:16]([F:19])([F:18])[F:17])[O:13][N:12]=2)[CH:8]=[CH:7][C:3]=1[C:4](O)=[O:5].CN(C(ON1N=NC2C=CC=NC1=2)=[N+](C)C)C.F[P-](F)(F)(F)(F)F.CCN(CC)CC.Cl.[NH2:61][CH:62]([C:64]1[CH:65]=[CH:66][C:67]2[C:71]([CH3:73])([CH3:72])[O:70][B:69]([OH:74])[C:68]=2[CH:75]=1)[CH3:63], predict the reaction product. The product is: [OH:74][B:69]1[C:68]2[CH:75]=[C:64]([CH:62]([NH:61][C:4](=[O:5])[C:3]3[CH:7]=[CH:8][C:9]([C:11]4[CH2:15][C:14]([C:20]5[CH:21]=[C:22]([Cl:28])[C:23]([Cl:27])=[C:24]([Cl:26])[CH:25]=5)([C:16]([F:18])([F:19])[F:17])[O:13][N:12]=4)=[CH:10][C:2]=3[CH3:1])[CH3:63])[CH:65]=[CH:66][C:67]=2[C:71]([CH3:72])([CH3:73])[O:70]1. (4) Given the reactants Cl.C1(C(=[N:15][CH:16]2[CH2:21][CH2:20][CH2:19][C:18]([CH2:26][C:27]3[CH:32]=[CH:31][C:30]([F:33])=[CH:29][CH:28]=3)([C:22]([O:24][CH3:25])=[O:23])[CH2:17]2)C2C=CC=CC=2)C=CC=CC=1, predict the reaction product. The product is: [NH2:15][CH:16]1[CH2:21][CH2:20][CH2:19][C:18]([CH2:26][C:27]2[CH:32]=[CH:31][C:30]([F:33])=[CH:29][CH:28]=2)([C:22]([O:24][CH3:25])=[O:23])[CH2:17]1. (5) Given the reactants [Cl:1][C:2]1[CH:16]=[CH:15][C:5]([CH2:6][N:7]2[CH:11]=[CH:10][N:9]=[C:8]2[C:12]([OH:14])=O)=[CH:4][CH:3]=1.CCN(C(C)C)C(C)C.C(Cl)CCl.C1C=CC2N(O)N=NC=2C=1.Cl.[CH2:41]([NH:48][C:49]([CH:51]1[CH2:56][CH2:55][NH:54][CH2:53][CH2:52]1)=[O:50])[C:42]1[CH:47]=[CH:46][CH:45]=[CH:44][CH:43]=1, predict the reaction product. The product is: [CH2:41]([NH:48][C:49]([CH:51]1[CH2:56][CH2:55][N:54]([C:12]([C:8]2[N:7]([CH2:6][C:5]3[CH:4]=[CH:3][C:2]([Cl:1])=[CH:16][CH:15]=3)[CH:11]=[CH:10][N:9]=2)=[O:14])[CH2:53][CH2:52]1)=[O:50])[C:42]1[CH:43]=[CH:44][CH:45]=[CH:46][CH:47]=1. (6) Given the reactants C([O:3][C:4]([C:6]1[N:7]=[C:8]([C:11]2[CH:16]=[CH:15][C:14]([S:17]([CH3:20])(=[O:19])=[O:18])=[CH:13][C:12]=2[F:21])[O:9][CH:10]=1)=[O:5])C.[OH-].[Na+], predict the reaction product. The product is: [F:21][C:12]1[CH:13]=[C:14]([S:17]([CH3:20])(=[O:19])=[O:18])[CH:15]=[CH:16][C:11]=1[C:8]1[O:9][CH:10]=[C:6]([C:4]([OH:5])=[O:3])[N:7]=1.